From a dataset of Full USPTO retrosynthesis dataset with 1.9M reactions from patents (1976-2016). Predict the reactants needed to synthesize the given product. (1) Given the product [CH:1]1([C:6]2[CH:36]=[CH:35][C:9]([CH2:10][O:11][C:12]3[CH:20]=[CH:19][C:18]4[N:17]5[CH2:21][CH2:22][CH:23]([CH2:24][C:25]([OH:27])=[O:26])[C:16]5=[C:15]([CH:32]5[CH2:34][CH2:33]5)[C:14]=4[CH:13]=3)=[CH:8][C:7]=2[C:37]([F:40])([F:38])[F:39])[CH2:2][CH2:3][CH2:4][CH2:5]1, predict the reactants needed to synthesize it. The reactants are: [CH:1]1([C:6]2[CH:36]=[CH:35][C:9]([CH2:10][O:11][C:12]3[CH:20]=[CH:19][C:18]4[N:17]5[CH2:21][CH2:22][CH:23]([CH2:24][C:25]([O:27]C(C)(C)C)=[O:26])[C:16]5=[C:15]([CH:32]5[CH2:34][CH2:33]5)[C:14]=4[CH:13]=3)=[CH:8][C:7]=2[C:37]([F:40])([F:39])[F:38])[CH2:5][CH2:4][CH2:3][CH2:2]1.NC(CS)C(O)=O. (2) Given the product [CH3:26][O:27][C:28](=[O:40])[C:29]1[C:34]([N+:35]([O-:37])=[O:36])=[CH:33][CH:32]=[CH:31][C:30]=1[CH:38]=[CH:7][O:5][CH3:2], predict the reactants needed to synthesize it. The reactants are: C[C:2]([O-:5])(C)C.[K+].[CH:7]1C=CC(P(C2C=CC=CC=2)C2C=CC=CC=2)=CC=1.[CH3:26][O:27][C:28](=[O:40])[C:29]1[C:34]([N+:35]([O-:37])=[O:36])=[CH:33][CH:32]=[CH:31][C:30]=1[CH:38]=O.